This data is from Forward reaction prediction with 1.9M reactions from USPTO patents (1976-2016). The task is: Predict the product of the given reaction. (1) Given the reactants N1C=CC=CC=1.[Br:7][C:8]1[CH:13]=[CH:12][C:11](B(O)O)=[CH:10][CH:9]=1.[C:17]([C:21]1[CH:25]=[C:24]([C:26]([O:28][CH2:29][CH3:30])=[O:27])[NH:23][N:22]=1)([CH3:20])([CH3:19])[CH3:18], predict the reaction product. The product is: [Br:7][C:8]1[CH:13]=[CH:12][C:11]([N:23]2[C:24]([C:26]([O:28][CH2:29][CH3:30])=[O:27])=[CH:25][C:21]([C:17]([CH3:18])([CH3:20])[CH3:19])=[N:22]2)=[CH:10][CH:9]=1. (2) Given the reactants [S:1]1CC(=O)[NH:3][C:2]1=[O:7].[H-].[Na+].[Li+].[CH3:11]C([N-]C(C)C)C.CI.C1[CH2:24][O:23][CH2:22][CH2:21]1, predict the reaction product. The product is: [CH3:11][O:7][C:2]1[S:1][CH:21]=[C:22]([O:23][CH3:24])[N:3]=1. (3) Given the reactants [N+:1]([C:4]1[CH:12]=[CH:11][C:7]([C:8](Cl)=[O:9])=[CH:6][CH:5]=1)([O-:3])=[O:2].C(N(CC)CC)C.ClCCl.[N:23]1([C:29]2[CH:35]=[CH:34][C:33]([C:36]([F:39])([F:38])[F:37])=[CH:32][C:30]=2[NH2:31])[CH2:28][CH2:27][CH2:26][CH2:25][CH2:24]1, predict the reaction product. The product is: [N:23]1([C:29]2[CH:35]=[CH:34][C:33]([C:36]([F:38])([F:39])[F:37])=[CH:32][C:30]=2[NH:31][C:8](=[O:9])[C:7]2[CH:11]=[CH:12][C:4]([N+:1]([O-:3])=[O:2])=[CH:5][CH:6]=2)[CH2:24][CH2:25][CH2:26][CH2:27][CH2:28]1. (4) Given the reactants [CH3:1][S:2]([O:5][C:6]1[CH:11]=[CH:10][C:9]([N+:12]([O-])=O)=[C:8]([NH:15][C:16]2[CH:21]=[CH:20][CH:19]=[CH:18][C:17]=2[O:22][C:23]([F:26])([F:25])[F:24])[N:7]=1)(=[O:4])=[O:3].C1N=CN([C:32](N2C=NC=C2)=[O:33])C=1, predict the reaction product. The product is: [CH3:1][S:2]([O:5][C:6]1[N:7]=[C:8]2[N:15]([C:16]3[CH:21]=[CH:20][CH:19]=[CH:18][C:17]=3[O:22][C:23]([F:26])([F:25])[F:24])[C:32]([OH:33])=[N:12][C:9]2=[CH:10][CH:11]=1)(=[O:4])=[O:3]. (5) Given the reactants [Br:1][C:2]1[CH:3]=[C:4]2[C:8](=[CH:9][CH:10]=1)[C:7](=[O:11])[CH2:6][CH2:5]2.Br[CH2:13][CH2:14][CH2:15]CBr.C(O[K])(C)(C)C, predict the reaction product. The product is: [Br:1][C:2]1[CH:3]=[C:4]2[C:8](=[CH:9][CH:10]=1)[C:7](=[O:11])[C:6]1([CH2:15][CH2:14][CH2:13]1)[CH2:5]2. (6) Given the reactants C1(O[C:8](=[O:28])[NH:9][C:10]2[S:14][N:13]=[C:12]([O:15][CH2:16][C:17]3[CH:22]=[CH:21][C:20]([CH3:23])=[CH:19][C:18]=3[F:24])[C:11]=2[C:25](=[O:27])[NH2:26])C=CC=CC=1.[CH:29]([NH:32][CH2:33][CH2:34][CH2:35][CH2:36][CH2:37][NH2:38])([CH3:31])[CH3:30], predict the reaction product. The product is: [F:24][C:18]1[CH:19]=[C:20]([CH3:23])[CH:21]=[CH:22][C:17]=1[CH2:16][O:15][C:12]1[C:11]([C:25]([NH2:26])=[O:27])=[C:10]([NH:9][C:8]([NH:38][CH2:37][CH2:36][CH2:35][CH2:34][CH2:33][NH:32][CH:29]([CH3:31])[CH3:30])=[O:28])[S:14][N:13]=1.